From a dataset of Forward reaction prediction with 1.9M reactions from USPTO patents (1976-2016). Predict the product of the given reaction. (1) Given the reactants [CH3:1][O:2][C:3]1[CH:8]=[CH:7][C:6]([NH:9][CH:10]2[CH2:15][CH2:14][N:13]([C:16]([O:18][C:19]([CH3:22])([CH3:21])[CH3:20])=[O:17])[CH2:12][CH2:11]2)=[CH:5][CH:4]=1.Cl[CH2:24][C:25]1[CH:30]=[CH:29][N:28]=[C:27]([C:31]2[CH:36]=[CH:35][C:34]([O:37][CH2:38][CH3:39])=[CH:33][CH:32]=2)[CH:26]=1, predict the reaction product. The product is: [C:19]([O:18][C:16]([N:13]1[CH2:14][CH2:15][CH:10]([N:9]([CH2:24][C:25]2[CH:30]=[CH:29][N:28]=[C:27]([C:31]3[CH:36]=[CH:35][C:34]([O:37][CH2:38][CH3:39])=[CH:33][CH:32]=3)[CH:26]=2)[C:6]2[CH:5]=[CH:4][C:3]([O:2][CH3:1])=[CH:8][CH:7]=2)[CH2:11][CH2:12]1)=[O:17])([CH3:22])([CH3:21])[CH3:20]. (2) Given the reactants [OH:1][C:2]1[C:6](=[O:7])[N:5]([C:8]2[S:9][C:10]([CH3:13])=[N:11][N:12]=2)[CH:4]([C:14]2[CH:15]=[C:16]([CH:20]=[CH:21][CH:22]=2)[C:17](O)=[O:18])[C:3]=1[C:23](=[O:32])[C:24]1[CH:29]=[CH:28][C:27]([O:30][CH3:31])=[CH:26][CH:25]=1.Cl.[CH3:34][NH:35][CH3:36], predict the reaction product. The product is: [OH:1][C:2]1[C:6](=[O:7])[N:5]([C:8]2[S:9][C:10]([CH3:13])=[N:11][N:12]=2)[CH:4]([C:14]2[CH:15]=[C:16]([CH:20]=[CH:21][CH:22]=2)[C:17]([N:35]([CH3:36])[CH3:34])=[O:18])[C:3]=1[C:23](=[O:32])[C:24]1[CH:29]=[CH:28][C:27]([O:30][CH3:31])=[CH:26][CH:25]=1. (3) Given the reactants [CH3:1][C:2]1[CH:7]=[CH:6][N:5]=[CH:4][C:3]=1[C:8]1[C:9](=[O:19])[NH:10][C:11](=[O:18])[N:12]([CH2:14][CH2:15][CH:16]=O)[CH:13]=1.[F:20][C:21]([F:35])([F:34])[C:22]1[CH:27]=[CH:26][C:25]([C@:28]23[CH2:33][C@H:32]2[CH2:31][NH:30][CH2:29]3)=[CH:24][CH:23]=1.[BH-](OC(C)=O)(OC(C)=O)OC(C)=O.[Na+].[OH-].[Na+].[Cl:52]C(Cl)C, predict the reaction product. The product is: [ClH:52].[ClH:52].[CH3:1][C:2]1[CH:7]=[CH:6][N:5]=[CH:4][C:3]=1[C:8]1[C:9](=[O:19])[NH:10][C:11](=[O:18])[N:12]([CH2:14][CH2:15][CH2:16][N:30]2[CH2:31][C@H:32]3[C@:28]([C:25]4[CH:24]=[CH:23][C:22]([C:21]([F:20])([F:35])[F:34])=[CH:27][CH:26]=4)([CH2:33]3)[CH2:29]2)[CH:13]=1. (4) Given the reactants Cl[C:2]1[N:7]=[C:6]([Cl:8])[CH:5]=[CH:4][N:3]=1.[NH:9]1[CH2:14][CH2:13][CH:12]([C:15]([NH2:17])=[O:16])[CH2:11][CH2:10]1, predict the reaction product. The product is: [Cl:8][C:6]1[CH:5]=[CH:4][N:3]=[C:2]([N:9]2[CH2:14][CH2:13][CH:12]([C:15]([NH2:17])=[O:16])[CH2:11][CH2:10]2)[N:7]=1. (5) Given the reactants [O:1]1[CH2:4][CH:3]([C:5]([N:7]2[CH2:13][C:12]3[CH:14]=[CH:15][C:16]([C:18](OC)=[O:19])=[CH:17][C:11]=3[O:10][CH2:9][C@@H:8]2[C:22]([F:25])([F:24])[F:23])=[O:6])[CH2:2]1.[NH2:26][OH:27].[OH-].[Na+], predict the reaction product. The product is: [OH:27][NH:26][C:18]([C:16]1[CH:15]=[CH:14][C:12]2[CH2:13][N:7]([C:5]([CH:3]3[CH2:4][O:1][CH2:2]3)=[O:6])[C@@H:8]([C:22]([F:25])([F:24])[F:23])[CH2:9][O:10][C:11]=2[CH:17]=1)=[O:19]. (6) Given the reactants C([O:8][CH2:9][C@H:10]1[C@@H:14]([O:15][Si:16]([C:19]([CH3:22])([CH3:21])[CH3:20])([CH3:18])[CH3:17])[CH2:13][C@H:12]([NH:23][C:24]2[N:29]=[C:28]([NH:30][C@@H:31]3[C:39]4[C:34](=[CH:35][CH:36]=[CH:37][CH:38]=4)[CH2:33][C@@H:32]3[O:40][CH3:41])[N:27]=[C:26](Cl)[N:25]=2)[CH2:11]1)C1C=CC=CC=1.C([O-])(O)=O.[Na+], predict the reaction product. The product is: [Si:16]([O:15][C@H:14]1[CH2:13][C@H:12]([NH:23][C:24]2[N:29]=[C:28]([NH:30][C@@H:31]3[C:39]4[C:34](=[CH:35][CH:36]=[CH:37][CH:38]=4)[CH2:33][C@@H:32]3[O:40][CH3:41])[N:27]=[CH:26][N:25]=2)[CH2:11][C@H:10]1[CH2:9][OH:8])([C:19]([CH3:22])([CH3:21])[CH3:20])([CH3:18])[CH3:17].